This data is from Forward reaction prediction with 1.9M reactions from USPTO patents (1976-2016). The task is: Predict the product of the given reaction. (1) The product is: [CH3:23][O:24][C@@H:25]1[CH2:29][CH2:28][N:27]([C:19]([CH:16]2[CH2:15][CH2:14][N:13]([C:8]3[CH:9]=[N:10][CH:11]=[CH:12][C:7]=3[N:5]3[CH:6]=[C:2]([CH3:1])[CH:3]=[N:4]3)[CH2:18][CH2:17]2)=[O:20])[CH2:26]1. Given the reactants [CH3:1][C:2]1[CH:3]=[N:4][N:5]([C:7]2[CH:12]=[CH:11][N:10]=[CH:9][C:8]=2[N:13]2[CH2:18][CH2:17][CH:16]([C:19](O)=[O:20])[CH2:15][CH2:14]2)[CH:6]=1.Cl.[CH3:23][O:24][C@@H:25]1[CH2:29][CH2:28][NH:27][CH2:26]1.CN(C(ON1N=NC2C=CC=NC1=2)=[N+](C)C)C.F[P-](F)(F)(F)(F)F.C(N(CC)CC)C, predict the reaction product. (2) Given the reactants C([O:8][C:9]1[CH:14]=[CH:13][N:12]([CH2:15][CH:16]2[CH2:18][CH2:17]2)[C:11](=[O:19])[C:10]=1[C:20]([F:23])([F:22])[F:21])C1C=CC=CC=1, predict the reaction product. The product is: [CH:16]1([CH2:15][N:12]2[CH:13]=[CH:14][C:9]([OH:8])=[C:10]([C:20]([F:21])([F:22])[F:23])[C:11]2=[O:19])[CH2:18][CH2:17]1. (3) Given the reactants [Cl:1][C:2]1[CH:3]=[N+:4]([O-:27])[CH:5]=[C:6]([Cl:26])[C:7]=1[CH2:8][C@@H:9]([C:11]1[CH:16]=[CH:15][C:14]([O:17][CH:18]([F:20])[F:19])=[C:13]([O:21][CH2:22][CH:23]2[CH2:25][CH2:24]2)[CH:12]=1)[OH:10].[S:28]1[CH:32]=[CH:31][CH:30]=[C:29]1[C:33]([O:35][CH2:36][C:37](O)=[O:38])=[O:34].C(Cl)CCl, predict the reaction product. The product is: [Cl:1][C:2]1[CH:3]=[N+:4]([O-:27])[CH:5]=[C:6]([Cl:26])[C:7]=1[CH2:8][C@@H:9]([C:11]1[CH:16]=[CH:15][C:14]([O:17][CH:18]([F:20])[F:19])=[C:13]([O:21][CH2:22][CH:23]2[CH2:25][CH2:24]2)[CH:12]=1)[O:10][C:37](=[O:38])[CH2:36][O:35][C:33]([C:29]1[S:28][CH:32]=[CH:31][CH:30]=1)=[O:34].